From a dataset of Catalyst prediction with 721,799 reactions and 888 catalyst types from USPTO. Predict which catalyst facilitates the given reaction. Reactant: [CH2:1]([NH:5][C:6](=[O:33])[C:7]([NH:9][CH2:10][CH2:11][CH2:12][CH2:13][CH2:14][O:15][Si](C(C)(C)C)(C1C=CC=CC=1)C1C=CC=CC=1)=[O:8])[CH2:2][CH2:3][CH3:4]. Product: [CH2:1]([NH:5][C:6](=[O:33])[C:7]([NH:9][CH2:10][CH2:11][CH2:12][CH2:13][CH2:14][OH:15])=[O:8])[CH2:2][CH2:3][CH3:4]. The catalyst class is: 1.